Dataset: Full USPTO retrosynthesis dataset with 1.9M reactions from patents (1976-2016). Task: Predict the reactants needed to synthesize the given product. (1) Given the product [C:1]([N:5]([CH3:25])[C:6]([C:8]1[CH:13]=[CH:12][C:11]([C:14]#[C:15][C:16]2[CH:17]=[CH:18][CH:19]=[CH:20][CH:21]=2)=[CH:10][N:9]=1)=[O:7])([CH3:4])([CH3:2])[CH3:3], predict the reactants needed to synthesize it. The reactants are: [C:1]([NH:5][C:6]([C:8]1[CH:13]=[CH:12][C:11]([C:14]#[C:15][C:16]2[CH:21]=[CH:20][CH:19]=[CH:18][CH:17]=2)=[CH:10][N:9]=1)=[O:7])([CH3:4])([CH3:3])[CH3:2].[H-].[Na+].I[CH3:25]. (2) Given the product [CH3:28][N:10]([CH2:11][C:12]1[CH:13]=[C:14]([C:18]2[CH:19]=[CH:20][C:21]([C:24]#[N:25])=[N:22][CH:23]=2)[CH:15]=[CH:16][CH:17]=1)[CH2:9][CH2:8][CH2:7][C:1]1[CH:6]=[CH:5][CH:4]=[CH:3][CH:2]=1, predict the reactants needed to synthesize it. The reactants are: [C:1]1([CH2:7][CH2:8][CH2:9][NH:10][CH2:11][C:12]2[CH:13]=[C:14]([C:18]3[CH:19]=[CH:20][C:21]([C:24]#[N:25])=[N:22][CH:23]=3)[CH:15]=[CH:16][CH:17]=2)[CH:6]=[CH:5][CH:4]=[CH:3][CH:2]=1.C=O.[CH:28](O)=O.[OH-].[Na+]. (3) Given the product [CH3:9][C:10]1[CH:16]=[CH:15][C:13]([NH:14][C:1]([C:3]2[CH:8]=[CH:7][N:6]=[CH:5][CH:4]=2)=[NH:2])=[CH:12][CH:11]=1, predict the reactants needed to synthesize it. The reactants are: [C:1]([C:3]1[CH:8]=[CH:7][N:6]=[CH:5][CH:4]=1)#[N:2].[CH3:9][C:10]1[CH:16]=[CH:15][C:13]([NH2:14])=[CH:12][CH:11]=1.[K+].[Br-]. (4) Given the product [N:1]1[C:10]2[C:5](=[CH:6][CH:7]=[CH:8][CH:9]=2)[CH:4]=[C:3](/[CH:11]=[CH:19]/[CH:15]=[O:14])[CH:2]=1, predict the reactants needed to synthesize it. The reactants are: [N:1]1[C:10]2[C:5](=[CH:6][CH:7]=[CH:8][CH:9]=2)[CH:4]=[C:3]([CH:11]=O)[CH:2]=1.[Br-].[O:14]1CCO[CH:15]1[CH2:19][P+](C1C=CC=CC=1)(C1C=CC=CC=1)C1C=CC=CC=1.COCCOCCN(CCOCCOC)CCOCCOC.C([O-])([O-])=O.[K+].[K+]. (5) Given the product [Cl:1][C:2]1[CH:3]=[C:4]2[C:8](=[CH:9][CH:10]=1)[NH:7][CH:6]=[C:5]2[CH2:11][CH2:12][NH:13][C:14](=[O:23])[C:15]1[CH:20]=[CH:19][C:18]([CH2:21][N:24]2[CH2:29][CH2:28][NH:27][CH2:26][CH2:25]2)=[CH:17][CH:16]=1, predict the reactants needed to synthesize it. The reactants are: [Cl:1][C:2]1[CH:3]=[C:4]2[C:8](=[CH:9][CH:10]=1)[NH:7][CH:6]=[C:5]2[CH2:11][CH2:12][NH:13][C:14](=[O:23])[C:15]1[CH:20]=[CH:19][C:18]([CH2:21]Cl)=[CH:17][CH:16]=1.[NH:24]1[CH2:29][CH2:28][NH:27][CH2:26][CH2:25]1.[I-].[Na+]. (6) Given the product [Cl:1][C:2]1[C:10]2[N:6]([C:7]([CH2:14][CH2:15][O:16][CH3:17])=[CH:8][C:9]=2[C:11]([NH:28][CH2:27][CH:23]2[CH2:24][CH2:25][CH2:26][C:21]3([CH2:19][CH2:20]3)[CH2:22]2)=[O:13])[CH:5]=[CH:4][CH:3]=1, predict the reactants needed to synthesize it. The reactants are: [Cl:1][C:2]1[C:10]2[N:6]([C:7]([CH2:14][CH2:15][O:16][CH3:17])=[CH:8][C:9]=2[C:11]([OH:13])=O)[CH:5]=[CH:4][CH:3]=1.Cl.[CH2:19]1[C:21]2([CH2:26][CH2:25][CH2:24][CH:23]([CH2:27][NH2:28])[CH2:22]2)[CH2:20]1.Cl.CN(C)CCCN=C=NCC.N1(O)C2C=CC=CC=2N=N1.C(N(C(C)C)C(C)C)C.